Dataset: Forward reaction prediction with 1.9M reactions from USPTO patents (1976-2016). Task: Predict the product of the given reaction. (1) Given the reactants N/[C:2](/[CH3:6])=[CH:3]\[C:4]#[N:5].[O:7]1[CH2:12][CH2:11][CH:10]([NH:13][NH2:14])[CH2:9][CH2:8]1.C(N(CC)CC)C, predict the reaction product. The product is: [CH3:6][C:2]1[CH:3]=[C:4]([NH2:5])[N:13]([CH:10]2[CH2:11][CH2:12][O:7][CH2:8][CH2:9]2)[N:14]=1. (2) Given the reactants [NH2:1][C:2]1[N:3]=[C:4]([N:12]2[CH2:17][CH2:16][NH:15][CH2:14][CH2:13]2)[C:5]2[C:10]([CH3:11])=[CH:9][S:8][C:6]=2[N:7]=1.[CH3:18][N:19]([CH3:29])[C:20]1[CH:25]=[CH:24][C:23]([N:26]=[C:27]=[O:28])=[CH:22][CH:21]=1, predict the reaction product. The product is: [NH2:1][C:2]1[N:3]=[C:4]([N:12]2[CH2:13][CH2:14][N:15]([C:27]([NH:26][C:23]3[CH:24]=[CH:25][C:20]([N:19]([CH3:29])[CH3:18])=[CH:21][CH:22]=3)=[O:28])[CH2:16][CH2:17]2)[C:5]2[C:10]([CH3:11])=[CH:9][S:8][C:6]=2[N:7]=1. (3) The product is: [N:15]1[CH:16]=[CH:17][CH:18]=[CH:19][C:14]=1[C:4]1[CH:12]=[CH:11][C:7]([C:8]([OH:10])=[O:9])=[CH:6][CH:5]=1. Given the reactants B([C:4]1[CH:12]=[CH:11][C:7]([C:8]([OH:10])=[O:9])=[CH:6][CH:5]=1)(O)O.Br[C:14]1[CH:19]=[CH:18][CH:17]=[CH:16][N:15]=1.C(=O)([O-])[O-].[K+].[K+], predict the reaction product. (4) Given the reactants [F:1][C:2]1[CH:3]=[CH:4][C:5]2[O:9][CH:8]=[C:7]([CH2:10][O:11][C:12]3[CH:20]=[CH:19][CH:18]=[C:17]4[C:13]=3[CH:14]=[C:15]([C:21]([OH:23])=O)[NH:16]4)[C:6]=2[CH:24]=1.Cl.Cl.Cl.[C@H:28]1([CH2:38][N:39]2[CH2:44][CH2:43][CH:42]([NH2:45])[CH2:41][CH2:40]2)[C@@H:37]2[N:32]([CH2:33][CH2:34][CH2:35][CH2:36]2)[CH2:31][CH2:30][CH2:29]1, predict the reaction product. The product is: [C@H:28]1([CH2:38][N:39]2[CH2:44][CH2:43][CH:42]([NH:45][C:21]([C:15]3[NH:16][C:17]4[C:13]([CH:14]=3)=[C:12]([O:11][CH2:10][C:7]3[C:6]5[CH:24]=[C:2]([F:1])[CH:3]=[CH:4][C:5]=5[O:9][CH:8]=3)[CH:20]=[CH:19][CH:18]=4)=[O:23])[CH2:41][CH2:40]2)[C@@H:37]2[N:32]([CH2:33][CH2:34][CH2:35][CH2:36]2)[CH2:31][CH2:30][CH2:29]1. (5) Given the reactants [OH:1][C:2]1[CH:11]=[C:10]2[C:5]([C:6]([O:12][C:13]3[CH:14]=[CH:15][C:16]([NH:19][C:20]([C:22]4[C:23](=[O:35])[N:24]([C:29]5[CH:34]=[CH:33][CH:32]=[CH:31][CH:30]=5)[N:25]([CH3:28])[C:26]=4[CH3:27])=[O:21])=[N:17][CH:18]=3)=[CH:7][CH:8]=[N:9]2)=[CH:4][CH:3]=1.C(=O)([O-])[O-].[Cs+].[Cs+].CS(O[CH2:47][C@H:48]1[CH2:54][CH2:53][C:50]2([CH2:52][CH2:51]2)[O:49]1)(=O)=O, predict the reaction product. The product is: [CH2:51]1[C:50]2([CH2:53][CH2:54][C@H:48]([CH2:47][O:1][C:2]3[CH:11]=[C:10]4[C:5]([C:6]([O:12][C:13]5[CH:14]=[CH:15][C:16]([NH:19][C:20]([C:22]6[C:23](=[O:35])[N:24]([C:29]7[CH:30]=[CH:31][CH:32]=[CH:33][CH:34]=7)[N:25]([CH3:28])[C:26]=6[CH3:27])=[O:21])=[N:17][CH:18]=5)=[CH:7][CH:8]=[N:9]4)=[CH:4][CH:3]=3)[O:49]2)[CH2:52]1. (6) Given the reactants [F:1][C:2]1[C:3](F)=[C:4]2[O:9][CH2:8][C@H:7]([CH3:10])[N:6]3[CH:11]=[C:12]([C:17]([OH:19])=[O:18])[C:13](=[O:16])[C:14]([CH:15]=1)=[C:5]23.CS(C)=[O:23].[CH3:25][N:26]1[CH2:31][CH2:30][NH:29][CH2:28][CH2:27]1.C(O)(C)C, predict the reaction product. The product is: [CH3:10][C@@H:7]1[N:6]2[CH:11]=[C:12]([C:17]([OH:19])=[O:18])[C:13]([C:14]3=[CH:15][C:2]([F:1])=[C:3]([N:29]4[CH2:30][CH2:31][N:26]([CH3:25])[CH2:27][CH2:28]4)[C:4](=[C:5]23)[O:9][CH2:8]1)=[O:16].[CH3:10][C@@H:7]1[N:6]2[CH:11]=[C:12]([C:17]([OH:19])=[O:18])[C:13]([C:14]3=[CH:15][C:2]([F:1])=[C:3]([N:29]4[CH2:30][CH2:31][N:26]([CH3:25])[CH2:27][CH2:28]4)[C:4](=[C:5]23)[O:9][CH2:8]1)=[O:16].[OH2:23]. (7) The product is: [CH3:1][C:2]1[CH:7]=[C:6]([C:8]([N:10]2[CH2:19][C:18]3[CH:17]=[N:16][N:15]([CH3:20])[C:14]=3[NH:13][C:12]3[CH:21]=[CH:22][CH:23]=[CH:24][C:11]2=3)=[O:9])[CH:5]=[CH:4][C:3]=1[CH2:25][CH2:26][C:27]([N:29]1[CH2:34][CH2:33][CH:32]([NH:44][CH2:43][CH2:42][N:36]2[CH2:41][CH2:40][O:39][CH2:38][CH2:37]2)[CH2:31][CH2:30]1)=[O:28]. Given the reactants [CH3:1][C:2]1[CH:7]=[C:6]([C:8]([N:10]2[CH2:19][C:18]3[CH:17]=[N:16][N:15]([CH3:20])[C:14]=3[NH:13][C:12]3[CH:21]=[CH:22][CH:23]=[CH:24][C:11]2=3)=[O:9])[CH:5]=[CH:4][C:3]=1[CH2:25][CH2:26][C:27]([N:29]1[CH2:34][CH2:33][C:32](=O)[CH2:31][CH2:30]1)=[O:28].[N:36]1([CH2:42][CH2:43][NH2:44])[CH2:41][CH2:40][O:39][CH2:38][CH2:37]1.C(O[BH-](OC(=O)C)OC(=O)C)(=O)C.[Na+], predict the reaction product. (8) Given the reactants Cl[CH2:2][C:3]([N:5]1[CH2:10][CH2:9][CH:8]([C:11]2[CH:16]=[CH:15][C:14]([F:17])=[CH:13][C:12]=2[F:18])[CH2:7][CH2:6]1)=[O:4].FC1C=C(F)C=CC=1C1CCNCC1.ClCC(Cl)=O.[N+:38]([C:41]1[CH:46]=[CH:45][C:44]([NH:47][C@H:48]2[CH2:53][CH2:52][C@H:51]([OH:54])[CH2:50][CH2:49]2)=[CH:43][C:42]=1[C:55]([F:58])([F:57])[F:56])([O-:40])=[O:39], predict the reaction product. The product is: [F:18][C:12]1[CH:13]=[C:14]([F:17])[CH:15]=[CH:16][C:11]=1[CH:8]1[CH2:9][CH2:10][N:5]([C:3](=[O:4])[CH2:2][O:54][C@H:51]2[CH2:52][CH2:53][C@H:48]([NH:47][C:44]3[CH:45]=[CH:46][C:41]([N+:38]([O-:40])=[O:39])=[C:42]([C:55]([F:56])([F:57])[F:58])[CH:43]=3)[CH2:49][CH2:50]2)[CH2:6][CH2:7]1. (9) Given the reactants [CH3:1][C:2]1([CH3:36])[CH2:6][CH:5]([CH2:7][N:8]2[C:16]3[C:11](=[CH:12][C:13]([C:17]4[CH:18]=[N:19][N:20](C5CCCCO5)[CH:21]=4)=[CH:14][CH:15]=3)[CH:10]=[CH:9]2)[CH2:4][N:3]1[C:28]([C:30]1[CH:35]=[CH:34][CH:33]=[CH:32][CH:31]=1)=[O:29].O.C1(C)C=CC(S(O)(=O)=O)=CC=1.CO.ClCCl, predict the reaction product. The product is: [NH:19]1[CH:18]=[C:17]([C:13]2[CH:12]=[C:11]3[C:16](=[CH:15][CH:14]=2)[N:8]([CH2:7][CH:5]2[CH2:4][N:3]([C:28]([C:30]4[CH:35]=[CH:34][CH:33]=[CH:32][CH:31]=4)=[O:29])[C:2]([CH3:36])([CH3:1])[CH2:6]2)[CH:9]=[CH:10]3)[CH:21]=[N:20]1. (10) Given the reactants [CH2:1]([O:3][C:4]([C:6]1[C:7]([OH:22])=[C:8]2[C:15]([C:16]3[CH:21]=[CH:20][CH:19]=[CH:18][CH:17]=3)=[N:14][S:13][C:9]2=[C:10](Br)[N:11]=1)=[O:5])[CH3:2].C([Sn](CCCC)(CCCC)[C:28]1[CH:33]=[CH:32][N:31]=[CH:30][CH:29]=1)CCC, predict the reaction product. The product is: [CH2:1]([O:3][C:4]([C:6]1[C:7]([OH:22])=[C:8]2[C:15]([C:16]3[CH:21]=[CH:20][CH:19]=[CH:18][CH:17]=3)=[N:14][S:13][C:9]2=[C:10]([C:28]2[CH:33]=[CH:32][N:31]=[CH:30][CH:29]=2)[N:11]=1)=[O:5])[CH3:2].